This data is from Full USPTO retrosynthesis dataset with 1.9M reactions from patents (1976-2016). The task is: Predict the reactants needed to synthesize the given product. (1) Given the product [Cl:21][C:22]1[CH:29]=[CH:28][C:25]([CH2:26][N:10]2[C:11]3[C:16](=[CH:15][CH:14]=[CH:13][CH:12]=3)[C:17]([CH:19]=[O:20])=[CH:18][C:9]2=[O:8])=[CH:24][CH:23]=1, predict the reactants needed to synthesize it. The reactants are: [H-].[Na+].CN(C=O)C.[O:8]=[C:9]1[CH:18]=[C:17]([CH:19]=[O:20])[C:16]2[C:11](=[CH:12][CH:13]=[CH:14][CH:15]=2)[NH:10]1.[Cl:21][C:22]1[CH:29]=[CH:28][C:25]([CH2:26]Br)=[CH:24][CH:23]=1. (2) Given the product [CH2:1]([C:6]1[C:7](=[O:8])[CH:9]=[CH:10][C:11](=[O:13])[CH:12]=1)[CH2:2][CH2:3][CH2:4][CH3:5], predict the reactants needed to synthesize it. The reactants are: [CH2:1]([C:6]1[CH:12]=[C:11]([OH:13])[CH:10]=[CH:9][C:7]=1[OH:8])[CH2:2][CH2:3][CH2:4][CH3:5].CCCCCC.CC(=O)OCC.